This data is from Forward reaction prediction with 1.9M reactions from USPTO patents (1976-2016). The task is: Predict the product of the given reaction. (1) The product is: [C:1]([C:3]1[CH:4]=[CH:5][CH:6]=[C:7]2[C:11]=1[N:10]([CH2:12][CH2:13][O:14][CH3:15])[CH:9]=[C:8]2[C:16]([N:36]1[CH2:37][CH2:38][CH:33]([C:28]2[CH:27]=[C:26]([CH:31]=[CH:30][C:29]=2[F:32])[CH2:25][NH:24][C:22](=[O:23])[C:21]([F:40])([F:39])[F:20])[CH2:34][CH2:35]1)=[O:18])#[N:2]. Given the reactants [C:1]([C:3]1[CH:4]=[CH:5][CH:6]=[C:7]2[C:11]=1[N:10]([CH2:12][CH2:13][O:14][CH3:15])[CH:9]=[C:8]2[C:16]([OH:18])=O)#[N:2].Cl.[F:20][C:21]([F:40])([F:39])[C:22]([NH:24][CH2:25][C:26]1[CH:31]=[CH:30][C:29]([F:32])=[C:28]([CH:33]2[CH2:38][CH2:37][NH:36][CH2:35][CH2:34]2)[CH:27]=1)=[O:23], predict the reaction product. (2) Given the reactants [CH2:1]([Br:5])[CH2:2][CH2:3][CH3:4].[N:6]1[CH:11]=[CH:10][CH:9]=[CH:8][CH:7]=1, predict the reaction product. The product is: [Br-:5].[CH2:1]([N+:6]1[CH:11]=[CH:10][CH:9]=[CH:8][CH:7]=1)[CH2:2][CH2:3][CH3:4]. (3) The product is: [CH2:36]1[CH2:23][O:24][C:5]2([CH:4]3[C@:17]([CH3:20])([CH2:18][CH2:19][C@H:2]([OH:1])[CH2:3]3)[C@@H:16]3[C@H:7]([C@H:8]4[C@@:12]([CH2:14][CH2:15]3)([CH3:13])[C@@H:11]([OH:21])[CH2:10][CH2:9]4)[CH2:6]2)[O:22]1. Given the reactants [OH:1][C@H:2]1[CH2:19][CH2:18][C@@:17]2([CH3:20])[CH:4]([C:5](=[O:22])[CH2:6][C@@H:7]3[C@@H:16]2[CH2:15][CH2:14][C@@:12]2([CH3:13])[C@H:8]3[CH2:9][CH2:10][C@@H:11]2[OH:21])[CH2:3]1.[CH2:23]1[CH2:36]OC23OCCOC2([C@]2(CC[C@H]4[C@@H](CC=C5[C@]4(C)CCCC5)[C@@H]2C3)C)[O:24]1, predict the reaction product. (4) Given the reactants [CH3:1][N:2]([C:4]([NH:6][C:7]([NH2:9])=[NH:8])=[NH:5])[CH3:3].[C:10]([OH:31])(=[O:30])[CH2:11][CH2:12][CH2:13]/[CH:14]=[CH:15]\[CH2:16]/[CH:17]=[CH:18]\[CH2:19]/[CH:20]=[CH:21]\[CH2:22]/[CH:23]=[CH:24]\[CH2:25]/[CH:26]=[CH:27]\[CH2:28][CH3:29], predict the reaction product. The product is: [C:10]([O-:31])(=[O:30])[CH2:11][CH2:12][CH2:13]/[CH:14]=[CH:15]\[CH2:16]/[CH:17]=[CH:18]\[CH2:19]/[CH:20]=[CH:21]\[CH2:22]/[CH:23]=[CH:24]\[CH2:25]/[CH:26]=[CH:27]\[CH2:28][CH3:29].[NH2:9][C:7]([NH:6][C:4]([N:2]([CH3:3])[CH3:1])=[NH2+:5])=[NH:8]. (5) Given the reactants C[Si](C)(C)CCOC[N:7]1[C:11]2[N:12]=[CH:13][N:14]=[C:15]([C:16]3[CH:17]=[N:18][N:19]([CH:21]([CH2:25][CH2:26][CH2:27][CH2:28][CH3:29])[CH2:22][C:23]#[N:24])[CH:20]=3)[C:10]=2[CH:9]=[CH:8]1.C(#N)C.O.F[B-](F)(F)F.[Li+].[OH-].[NH4+], predict the reaction product. The product is: [N:12]1[C:11]2[NH:7][CH:8]=[CH:9][C:10]=2[C:15]([C:16]2[CH:17]=[N:18][N:19]([CH:21]([CH2:25][CH2:26][CH2:27][CH2:28][CH3:29])[CH2:22][C:23]#[N:24])[CH:20]=2)=[N:14][CH:13]=1.